From a dataset of Catalyst prediction with 721,799 reactions and 888 catalyst types from USPTO. Predict which catalyst facilitates the given reaction. (1) Reactant: C[O:2][C:3](=[O:47])[CH2:4][CH2:5][NH:6][C:7](=[O:46])[C:8]1[CH:13]=[CH:12][C:11]([C:14](=[O:45])[CH:15]([C:33]2[CH:38]=[CH:37][C:36]([CH:39]3[CH2:44][CH2:43][CH2:42][CH2:41][CH2:40]3)=[CH:35][CH:34]=2)[CH2:16][C:17]([C:19]2[CH:24]=[C:23]([C:25]([F:28])([F:27])[F:26])[CH:22]=[C:21]([C:29]([F:32])([F:31])[F:30])[CH:20]=2)=[O:18])=[CH:10][CH:9]=1.Cl. Product: [F:26][C:25]([F:27])([F:28])[C:23]1[CH:24]=[C:19]([C:17](=[O:18])[CH2:16][CH:15]([C:33]2[CH:38]=[CH:37][C:36]([CH:39]3[CH2:40][CH2:41][CH2:42][CH2:43][CH2:44]3)=[CH:35][CH:34]=2)[C:14]([C:11]2[CH:10]=[CH:9][C:8]([C:7]([NH:6][CH2:5][CH2:4][C:3]([OH:47])=[O:2])=[O:46])=[CH:13][CH:12]=2)=[O:45])[CH:20]=[C:21]([C:29]([F:30])([F:31])[F:32])[CH:22]=1. The catalyst class is: 1. (2) Reactant: [F:1][C:2]1[CH:7]=[CH:6][C:5]([C:8]2[O:9][C:10]3[CH:20]=[C:19]([N:21]([CH3:26])[S:22]([CH3:25])(=[O:24])=[O:23])[C:18]([C:27]4[CH:28]=[CH:29][C:30]5[N:31]([CH:33]=[CH:34][N:35]=5)[CH:32]=4)=[CH:17][C:11]=3[C:12]=2[C:13]([NH:15][CH3:16])=[O:14])=[CH:4][CH:3]=1.C1C(=O)N([Br:43])C(=O)C1.O. Product: [Br:43][C:33]1[N:31]2[CH:32]=[C:27]([C:18]3[C:19]([N:21]([CH3:26])[S:22]([CH3:25])(=[O:24])=[O:23])=[CH:20][C:10]4[O:9][C:8]([C:5]5[CH:4]=[CH:3][C:2]([F:1])=[CH:7][CH:6]=5)=[C:12]([C:13]([NH:15][CH3:16])=[O:14])[C:11]=4[CH:17]=3)[CH:28]=[CH:29][C:30]2=[N:35][CH:34]=1. The catalyst class is: 3. (3) Reactant: [CH2:1]1[O:5][C:4]2[CH:6]=[C:7]([OH:10])[CH:8]=[CH:9][C:3]=2[O:2]1.C([Mg]Cl)(C)C.[C:16]1([CH:22]([C:34]2[CH:39]=[CH:38][CH:37]=[CH:36][CH:35]=2)[N:23]2[C:31]3[C:26](=[CH:27][CH:28]=[CH:29][CH:30]=3)[C:25](=[O:32])[C:24]2=[O:33])[CH:21]=[CH:20][CH:19]=[CH:18][CH:17]=1. Product: [C:34]1([CH:22]([C:16]2[CH:21]=[CH:20][CH:19]=[CH:18][CH:17]=2)[N:23]2[C:31]3[C:26](=[CH:27][CH:28]=[CH:29][CH:30]=3)[C:25]([OH:32])([C:8]3[C:7]([OH:10])=[CH:6][C:4]4[O:5][CH2:1][O:2][C:3]=4[CH:9]=3)[C:24]2=[O:33])[CH:35]=[CH:36][CH:37]=[CH:38][CH:39]=1. The catalyst class is: 54. (4) Reactant: Br[C:2]1[CH:3]=[N:4][C:5]([C:8]([CH3:11])([CH3:10])[CH3:9])=[N:6][CH:7]=1.[Si:12]([O:19][C@H:20]1[CH2:29][C:28]([CH3:31])([CH3:30])[CH2:27][C:26]2[N:25]=[C:24]([CH:32]([CH3:34])[CH3:33])[C:23]([CH:35]=[O:36])=[C:22]([I:37])[C:21]1=2)([C:15]([CH3:18])([CH3:17])[CH3:16])([CH3:14])[CH3:13]. Product: [Si:12]([O:19][C@H:20]1[CH2:29][C:28]([CH3:30])([CH3:31])[CH2:27][C:26]2[N:25]=[C:24]([CH:32]([CH3:33])[CH3:34])[C:23]([C@H:35]([C:2]3[CH:3]=[N:4][C:5]([C:8]([CH3:11])([CH3:10])[CH3:9])=[N:6][CH:7]=3)[OH:36])=[C:22]([I:37])[C:21]1=2)([C:15]([CH3:16])([CH3:17])[CH3:18])([CH3:14])[CH3:13]. The catalyst class is: 7. (5) Reactant: [Cl:1][C:2]1[CH:10]=[CH:9][C:5]([C:6]([OH:8])=[O:7])=[C:4]([N+:11]([O-:13])=[O:12])[C:3]=1[NH:14]C.[CH3:16][CH:17]1[CH2:22][C:21](=[O:23])[CH2:20][C:19](=O)[CH2:18]1. Product: [NH2:14][C:3]1[C:4]([N+:11]([O-:13])=[O:12])=[C:5]([CH:9]=[CH:10][C:2]=1[Cl:1])[C:6]([O:8][C:19]1[CH2:18][CH:17]([CH3:16])[CH2:22][C:21](=[O:23])[CH:20]=1)=[O:7]. The catalyst class is: 143. (6) Reactant: [Br:1][C:2]1[CH:3]=[C:4]2[C:9](=[CH:10][CH:11]=1)[C:8](Cl)=[N:7][N:6]=[CH:5]2.[CH3:13][CH:14]1[NH:19][CH2:18][CH2:17][NH:16][C:15]1=[O:20].C([O-])([O-])=O.[K+].[K+]. Product: [Br:1][C:2]1[CH:3]=[C:4]2[C:9](=[CH:10][CH:11]=1)[C:8]([N:19]1[CH2:18][CH2:17][NH:16][C:15](=[O:20])[CH:14]1[CH3:13])=[N:7][N:6]=[CH:5]2. The catalyst class is: 23. (7) Reactant: [N:1]([CH2:4][CH:5]1[CH:10]([O:11][Si:12]([C:15]([CH3:18])([CH3:17])[CH3:16])([CH3:14])[CH3:13])[CH2:9][CH2:8][N:7]([C:19]([O:21][C:22]([CH3:25])([CH3:24])[CH3:23])=[O:20])[CH2:6]1)=[N+]=[N-]. Product: [NH2:1][CH2:4][CH:5]1[CH:10]([O:11][Si:12]([C:15]([CH3:18])([CH3:17])[CH3:16])([CH3:14])[CH3:13])[CH2:9][CH2:8][N:7]([C:19]([O:21][C:22]([CH3:25])([CH3:24])[CH3:23])=[O:20])[CH2:6]1. The catalyst class is: 45. (8) Reactant: [Si]([O:8][C@@H:9]1[C@@H:20]([CH3:21])[CH2:19][CH:18]=[CH:17][CH2:16][C@H:15]([CH:22]([CH3:24])[CH3:23])[O:14][C:13](=[O:25])[CH2:12][CH2:11][CH2:10]1)(C(C)(C)C)(C)C.N1C=CC=CC=1.F. Product: [OH:8][C@@H:9]1[C@@H:20]([CH3:21])[CH2:19][CH:18]=[CH:17][CH2:16][C@H:15]([CH:22]([CH3:24])[CH3:23])[O:14][C:13](=[O:25])[CH2:12][CH2:11][CH2:10]1. The catalyst class is: 17. (9) Reactant: [Cl:1][C:2]1[CH:7]=[CH:6][C:5]([C:8]2[N:12]=[C:11]([C:13]3[NH:14][CH:15]=[CH:16][C:17]=3[Cl:18])[O:10][N:9]=2)=[CH:4][CH:3]=1.IC.[C:21](=O)([O-])[O-].[K+].[K+].O. Product: [Cl:18][C:17]1[CH:16]=[CH:15][N:14]([CH3:21])[C:13]=1[C:11]1[O:10][N:9]=[C:8]([C:5]2[CH:6]=[CH:7][C:2]([Cl:1])=[CH:3][CH:4]=2)[N:12]=1. The catalyst class is: 9.